From a dataset of Full USPTO retrosynthesis dataset with 1.9M reactions from patents (1976-2016). Predict the reactants needed to synthesize the given product. Given the product [CH3:27][O:28][C:29]1[CH:30]=[C:31]([NH:32][CH:33]([C:34]2[CH:42]=[C:37]3[CH:38]=[CH:39][CH:40]=[CH:41][N:36]3[N:35]=2)[C:8]([C:10]2[C:18]3[C:13](=[C:14]([CH3:19])[CH:15]=[CH:16][CH:17]=3)[NH:12][CH:11]=2)=[O:9])[CH:43]=[CH:44][CH:45]=1, predict the reactants needed to synthesize it. The reactants are: C(N(CC)CC)C.[CH:8]([C:10]1[C:18]2[C:13](=[C:14]([CH3:19])[CH:15]=[CH:16][CH:17]=2)[N:12](C(OC(C)(C)C)=O)[CH:11]=1)=[O:9].[CH3:27][O:28][C:29]1[CH:30]=[C:31]([CH:43]=[CH:44][CH:45]=1)[N:32]=[CH:33][C:34]1[CH:42]=[C:37]2[CH:38]=[CH:39][CH:40]=[CH:41][N:36]2[N:35]=1.